This data is from Reaction yield outcomes from USPTO patents with 853,638 reactions. The task is: Predict the reaction yield, written as a fraction of the theoretical maximum amount of product (1.0 means a 100% yield; for example, 0.34 means a 34% yield). (1) The reactants are [C:1]([C:4]1[C:9](=[O:10])[C:8]([O:11][CH3:12])=[CH:7][N:6]([C:13]2[CH:18]=[C:17]([F:19])[C:16]([Br:20])=[CH:15][C:14]=2[F:21])[N:5]=1)(=O)[CH3:2].[CH3:22]OC(OC)N(C)C.[C:30]1([NH:36][NH2:37])[CH:35]=[CH:34][CH:33]=[CH:32][CH:31]=1. No catalyst specified. The product is [Br:20][C:16]1[C:17]([F:19])=[CH:18][C:13]([N:6]2[CH:7]=[C:8]([O:11][CH3:12])[C:9](=[O:10])[C:4]([C:1]3[N:36]([C:30]4[CH:35]=[CH:34][CH:33]=[CH:32][CH:31]=4)[N:37]=[CH:22][CH:2]=3)=[N:5]2)=[C:14]([F:21])[CH:15]=1. The yield is 0.230. (2) The reactants are [CH3:1][O:2][C:3]([C:5]1[CH:6]=[C:7]([N+:22]([O-])=O)[C:8]([N:11]2[CH2:16][CH2:15][S:14][CH2:13][CH:12]2[C:17](OCC)=[O:18])=[N:9][CH:10]=1)=[O:4].P(OC1C=CC=CC=1)(OC1C=CC=CC=1)OC1C=CC=CC=1.[H][H]. The catalyst is ClCCl.[NH4+].[O-][V](=O)=O.[Pt]. The product is [O:18]=[C:17]1[NH:22][C:7]2[CH:6]=[C:5]([C:3]([O:2][CH3:1])=[O:4])[CH:10]=[N:9][C:8]=2[N:11]2[CH2:16][CH2:15][S:14][CH2:13][CH:12]12. The yield is 0.960. (3) The reactants are O[CH2:2][C:3]1[CH:12]=[N:11][C:10]2[N:9]3[CH2:13][CH2:14][S:15][CH2:16][CH:8]3[C:7](=[O:17])[NH:6][C:5]=2[CH:4]=1.[I-].C(C[P+](C)(C)C)#N.C(N(C(C)C)C(C)C)C.Cl.[Cl:36][C:37]1[CH:42]=[CH:41][C:40]([N:43]2[CH2:48][CH2:47][NH:46][CH2:45][CH2:44]2)=[CH:39][CH:38]=1. The catalyst is C(#N)CC.O. The product is [Cl:36][C:37]1[CH:38]=[CH:39][C:40]([N:43]2[CH2:48][CH2:47][N:46]([CH2:2][C:3]3[CH:12]=[N:11][C:10]4[N:9]5[CH2:13][CH2:14][S:15][CH2:16][CH:8]5[C:7](=[O:17])[NH:6][C:5]=4[CH:4]=3)[CH2:45][CH2:44]2)=[CH:41][CH:42]=1. The yield is 0.560. (4) The reactants are [NH2:1][C:2]1[CH:7]=[CH:6][C:5]([OH:8])=[CH:4][C:3]=1[Cl:9].[H-].[Na+].Cl[C:13]1[C:22]2[C:17](=[CH:18][C:19]([O:27][CH3:28])=[C:20]([C:23]([O:25][CH3:26])=[O:24])[CH:21]=2)[N:16]=[CH:15][CH:14]=1.C(OCC)(=O)C. The catalyst is CS(C)=O.O. The product is [NH2:1][C:2]1[CH:7]=[CH:6][C:5]([O:8][C:13]2[C:22]3[C:17](=[CH:18][C:19]([O:27][CH3:28])=[C:20]([C:23]([O:25][CH3:26])=[O:24])[CH:21]=3)[N:16]=[CH:15][CH:14]=2)=[CH:4][C:3]=1[Cl:9]. The yield is 0.574. (5) The reactants are [Si]([O:8][CH:9]1[C:17]2[S:16][C:15]([C:18]3[CH:23]=[CH:22][C:21]([N:24]([CH3:27])[CH:25]=[O:26])=[CH:20][C:19]=3[CH:28]([OH:30])[CH3:29])=[N:14][C:13]=2[CH2:12][CH2:11][CH2:10]1)(C(C)(C)C)(C)C.C([O-])(O)=O.[Na+]. The catalyst is CC#N.O. The product is [OH:30][CH:28]([C:19]1[CH:20]=[C:21]([NH:24][CH3:25])[CH:22]=[CH:23][C:18]=1[C:15]1[S:16][C:17]2[CH:9]([OH:8])[CH2:10][CH2:11][CH2:12][C:13]=2[N:14]=1)[CH3:29].[OH:30][CH:28]([C:19]1[CH:20]=[C:21]([N:24]([CH3:27])[CH:25]=[O:26])[CH:22]=[CH:23][C:18]=1[C:15]1[S:16][C:17]2[CH:9]([OH:8])[CH2:10][CH2:11][CH2:12][C:13]=2[N:14]=1)[CH3:29]. The yield is 0.350.